This data is from Reaction yield outcomes from USPTO patents with 853,638 reactions. The task is: Predict the reaction yield, written as a fraction of the theoretical maximum amount of product (1.0 means a 100% yield; for example, 0.34 means a 34% yield). (1) The reactants are [C:1]([O:5][C:6]([N:8]1[C:16]2[C:11](=[CH:12][C:13](Br)=[CH:14][CH:15]=2)[CH2:10][CH2:9]1)=[O:7])([CH3:4])([CH3:3])[CH3:2].[CH2:18]([OH:23])[CH2:19][CH2:20][C:21]#[CH:22].Cl. The catalyst is N1CCCCC1.[Pd].C1(P(C2C=CC=CC=2)C2C=CC=CC=2)C=CC=CC=1.C1(P(C2C=CC=CC=2)C2C=CC=CC=2)C=CC=CC=1.C1(P(C2C=CC=CC=2)C2C=CC=CC=2)C=CC=CC=1.C1(P(C2C=CC=CC=2)C2C=CC=CC=2)C=CC=CC=1.[Cu]I. The product is [C:1]([O:5][C:6]([N:8]1[C:16]2[C:11](=[CH:12][C:13]([C:22]#[C:21][CH2:20][CH2:19][CH2:18][OH:23])=[CH:14][CH:15]=2)[CH2:10][CH2:9]1)=[O:7])([CH3:4])([CH3:3])[CH3:2]. The yield is 0.790. (2) The reactants are Cl[C:2]1[N:7]=[C:6]([NH:8][CH:9]2[CH2:17][CH:16]3[N:12]([CH2:13][CH2:14][CH2:15]3)[C:11]([CH3:19])([CH3:18])[CH2:10]2)[C:5]([F:20])=[CH:4][N:3]=1.[O:21]1[CH2:25][CH2:24][C@H:23]([O:26][C:27]2[CH:32]=[CH:31][C:30]([NH2:33])=[CH:29][C:28]=2[N:34]2[C:38](=[O:39])[N:37]([CH3:40])[N:36]=[N:35]2)[CH2:22]1. The catalyst is CC(O)C. The product is [NH3:3].[CH3:22][OH:21].[O:21]1[CH2:25][CH2:24][C@H:23]([O:26][C:27]2[CH:32]=[CH:31][C:30]([NH:33][C:2]3[N:7]=[C:6]([NH:8][CH:9]4[CH2:17][CH:16]5[N:12]([CH2:13][CH2:14][CH2:15]5)[C:11]([CH3:19])([CH3:18])[CH2:10]4)[C:5]([F:20])=[CH:4][N:3]=3)=[CH:29][C:28]=2[N:34]2[C:38](=[O:39])[N:37]([CH3:40])[N:36]=[N:35]2)[CH2:22]1. The yield is 0.0100.